Dataset: Experimentally validated miRNA-target interactions with 360,000+ pairs, plus equal number of negative samples. Task: Binary Classification. Given a miRNA mature sequence and a target amino acid sequence, predict their likelihood of interaction. (1) The protein sequence of the target gene is MWAPRCRRFWSRWEQVAALLLLLLLLGVPPRSLALPPIRYSHAGICPNDMNPNLWVDAQSTCRRECETDQECETYEKCCPNVCGTKSCVAARYMDVKGKKGPVGMPKEATCDHFMCLQQGSECDIWDGQPVCKCKDRCEKEPSFTCASDGLTYYNRCYMDAEACSKGITLAVVTCRYHFTWPNTSPPPPETTMHPTTASPETPELDMAAPALLNNPVHQSVTMGETVSFLCDVVGRPRPEITWEKQLEDRENVVMRPNHVRGNVVVTNIAQLVIYNAQLQDAGIYTCTARNVAGVLRADF.... The miRNA is hsa-miR-7850-5p with sequence GUUUGGACAUAGUGUGGCUGG. Result: 0 (no interaction). (2) The miRNA is hsa-miR-6845-5p with sequence CGGGGCCAGAGCAGAGAGC. The protein sequence of the target gene is MATAAGATYFQRGSLFWFTVITLSFGYYTWVVFWPQSIPYQNLGPLGPFTQYLVDHHHTLLCNGYWLAWLIHVGESLYAIVLCKHKGITSGRAQLLWFLQTFFFGIASLTILIAYKRKRQKQT. Result: 1 (interaction). (3) The miRNA is hsa-miR-185-5p with sequence UGGAGAGAAAGGCAGUUCCUGA. The protein sequence of the target gene is MAPKVSDSVEQLRAAGNQNFRNGQYGEASALYERALRLLQARGSADPEEESVLYSNRAACYLKDGNCTDCIKDCTSALALVPFSIKPLLRRASAYEALEKYALAYVDYKTVLQIDNSVASALEGINRITRALMDSLGPEWRLKLPPIPVVPVSAQKRWNSLPSDNHKETAKTKSKEATATKSRVPSAGDVERAKALKEEGNDLVKKGNHKKAIEKYSESLLCSSLESATYSNRALCHLVLKQYKEAVKDCTEALKLDGKNVKAFYRRAQAYKALKDYKSSLSDISSLLQIEPRNGPAQKL.... Result: 0 (no interaction). (4) The miRNA is cel-miR-1019-3p with sequence CUGUAAUUCCACAUUGCUUUCCAG. The protein sequence of the target gene is MAYPFQLGLQDATSPIMEELMNFHDHTLMIVFLISSLVLYIISLMLTTKLTHTSTMDAQEVETIWTILPAVILIMIALPSLRILYMMDEINNPVLTVKTMGHQWYWSYEYTDYEDLCFDSYMIPTNDLKPGELRLLEVDNRVVLPMELPIRMLISSEDVLHSWAVPSLGLKTDAIPGRLNQATVTSNRPGLFYGQCSEICGSNHSFMPIVLEMVPLKYFENWSASMI. Result: 0 (no interaction). (5) The miRNA is mmu-miR-5098 with sequence GUUACAUGGUGAAGCCCAGUU. The protein sequence of the target gene is MDRNPSPPPPTCGSEDEEDLGGGDRIGSTVYSKHWLFGVLSGLIQIVTPESGTSGSADEEEQADLAEEMENEICRVWDMSMDEDVALFLQEFKAPDIFMGVLAKSPCPRLREICVGILGNMACFREICESISKNEDHGQVLLQCLCDSDPPTLLETCRLLLTCLSQTEVASVWVRRIREHPSVYANVCFIMSSSTNVDLLVKVGEVVDKLFDLDEKLMLEWIRKGATRLPGQPHEDSEEQPVFSIVPCVLEAAKQVRSENLEGLDVYMRILQLLTTVDDGVQAIVQCPDTGNDTWRLLFD.... Result: 0 (no interaction). (6) The miRNA is mmu-miR-376a-3p with sequence AUCGUAGAGGAAAAUCCACGU. The protein sequence of the target gene is MERPEPPPGTAAGQEEQELRERAFFSWAEFSRFFDAWCQQRLALFFVKSSMHLARCRWASAPPLYTLIDVLKYSYVRLVCKDVRAPSRPAVGPPQPGCPAFIIVKLSPLRDRLVVTECQLTHSHPACPLEFAYYFRPGHLLANACLPVRTTNKISKQFVAPADVRRLLSYCKGRDHGVLDALHVLEGLFRTDPEAKVKLVFVEDQAVVETVFFLTSRTRALLRRFPRMLLVDRLPGLQGALDLLAVLCVDGSGRARQAACCVARPGTPSLLRFALASLLQSAPDVKGRVRCLTAGPEVAA.... Result: 0 (no interaction).